Dataset: Experimentally validated miRNA-target interactions with 360,000+ pairs, plus equal number of negative samples. Task: Binary Classification. Given a miRNA mature sequence and a target amino acid sequence, predict their likelihood of interaction. (1) The miRNA is hsa-miR-6764-3p with sequence UCUCUGGUCUUUCCUUGACAG. The protein sequence of the target gene is MASPEHPGSPGCMGPITQCTARTQQEAPATGPDLPHPGPDGHLDTHSGLSSNSSMTTRELQQYWQNQKCRWKHVKLLFEIASARIEERKVSKFVVYQIIVIQTGSFDNNKAVLERRYSDFAKLQKALLKTFREEIEDVEFPRKHLTGNFAEEMICERRRALQEYLGLLYAIRCVRRSREFLDFLTRPELREAFGCLRAGQYPRALELLLRVLPLQEKLTAHCPAAAVPALCAVLLCHRDLDRPAEAFAAGERALQRLQAREGHRYYAPLLDAMVRLAYALGKDFVTLQERLEESQLRRPT.... Result: 0 (no interaction). (2) The miRNA is cel-miR-65-5p with sequence UAUGACACUGAAGCGUAACCGAA. The protein sequence of the target gene is MAGPGSLCCASRGASALLATALLYAALGDVVRSEQQIPLSVVKLWASAFGGEIKSIAAKYSGSQLLQKKYKEYEKDVAIEEIDGLQLVKKLAKIMEEMFHKKSEAVRRLVEAAEEAHLKHEFDADLQYEYFNAVLINERDKDGNFLELGKEFILAPNDHFNNLPVNISLSDVQVPTNMYNKDPAIVNGVYWSESLNKVFVDNFDRDPSLIWQYFGSAKGFFRQYPGIKWEPDENGVIAFDCRNRKWYIQAATSPKDVVILVDVSGSMKGLRLTIAKQTVSSILDTLGDDDFFNIITYNEE.... Result: 0 (no interaction). (3) The miRNA is hsa-miR-1180-3p with sequence UUUCCGGCUCGCGUGGGUGUGU. The protein sequence of the target gene is MAPSLWKGLVGVGLFALAHAAFSAAQHRSYMRLTEKEDESLPIDIVLQTLLAFAVTCYGIVHIAGEFKDMDATSELKNKTFDTLRNHPSFYVFNHRGRVLFRPSDATNSSNLDALSSNTSLKLRKFDSLRR. Result: 0 (no interaction). (4) The miRNA is hsa-miR-21-5p with sequence UAGCUUAUCAGACUGAUGUUGA. The protein sequence of the target gene is MKFKLHVNSARQYKDLWNMSDDKPFLCTAPGCGQRFTNEDHLAVHKHKHEMTLKFGPARNDSVIVADQTPTPTRFLKNCEEVGLFNELASPFENEFKKASEDDIKKMPLDLSPLATPIIRSKIEEPSVVETTHQDSPLPHPESTTSDEKEVPLAQTAQPTSAIVRPASLQVPNVLLTSSDSSVIIQQAVPSPTSSTVITQAPSSNRPIVPVPGPFPLLLHLPNGQTMPVAIPASITSSNVHVPAAVPLVRPVTMVPSVPGIPGPSSPQPVQSEAKMRLKAALTQQHPPVTNGDTVKGHGS.... Result: 1 (interaction). (5) The miRNA is mmu-miR-380-3p with sequence UAUGUAGUAUGGUCCACAUCUU. The protein sequence of the target gene is MAPPVRYCIPGERLCNLEEGSPGSGTYTRHGYIFSSLAGCLMKTSENGAVPVVSVMRETESQLLPDVGAVVTCKVSSINSRFAKVHILYVGSTPLKNAFRGTIRKEDIRATEKDKVEIYKSFRPGDIVLAKVISLGDAQSNYLLTTAENELGVVVAHSESGVQMVPISWCEMQCPKTHTKEFRKVARVQPEFLQT. Result: 1 (interaction). (6) Result: 0 (no interaction). The protein sequence of the target gene is MSVPDYMQCAEDHQTLLVVVQAVGIVSEENFFRIYKRICSVSQLSVRDTQRALFIRYRHHYPPENNEWGDFQTHRKVVGLITITDCFSPKDWPQTFEKFHVQKEIYGSTLYDSRLFVFGLQGDVAEQPRPDVAFYPNYDDCDSVEKRIEDFIESLFIVLESKRLDRATDKSGDKIPLLCVPFEKKDFVGLDTDSRHYKKRCQGRMRKHVGDLCLQAGMLQDALVHYHMSVELLRSVNDFLWLGAALEGLCSASVIYHYPGGTGGKTGARRLQGSSLPSEAANRHRPGAQEVLIDPGALTT.... The miRNA is hsa-miR-6511a-3p with sequence CCUCACCAUCCCUUCUGCCUGC. (7) The miRNA is hsa-miR-6502-5p with sequence AGCUCUAGAAAGAUUGUUGACC. The protein sequence of the target gene is MSLQSRLSGRLAQLRAAGQLLVPPRPRPGHLAGATRTRSSTCGPPAFLGVFGRRARTSAGVGAWGAAAVGRTAGVRTWAPLAMAAKVDLSTSTDWKEAKSFLKGLSDKQREEHYFCKDFVRLKKIPTWKEMAKGVAVKVEEPRYKKDKQLNEKISLLRSDITKLEVDAIVNAANSSLLGGGGVDGCIHRAAGPLLTDECRTLQSCKTGKAKITGGYRLPAKYVIHTVGPIAYGEPSASQAAELRSCYLSSLDLLLEHRLRSVAFPCISTGVFGYPCEAAAEIVLATLREWLEQHKDKVDR.... Result: 0 (no interaction).